From a dataset of Full USPTO retrosynthesis dataset with 1.9M reactions from patents (1976-2016). Predict the reactants needed to synthesize the given product. (1) Given the product [CH3:7][N:6]([CH3:8])[C:4](=[O:5])[C:3]1[CH:9]=[CH:10][CH:11]=[CH:12][C:2]=1[NH:1][C:14]1[CH:15]=[N:16][CH:17]=[CH:18][C:19]=1[CH3:20], predict the reactants needed to synthesize it. The reactants are: [NH2:1][C:2]1[CH:12]=[CH:11][CH:10]=[CH:9][C:3]=1[C:4]([N:6]([CH3:8])[CH3:7])=[O:5].Cl[C:14]1[CH:15]=[N:16][CH:17]=[CH:18][C:19]=1[CH3:20].C1C=CC(P(C2C(C3C(P(C4C=CC=CC=4)C4C=CC=CC=4)=CC=C4C=3C=CC=C4)=C3C(C=CC=C3)=CC=2)C2C=CC=CC=2)=CC=1.[H-].[Na+]. (2) Given the product [F:22][C:23]1[CH:29]=[CH:28][C:26]([NH:27][C:19]([C:15]2[C:16]3[C:11](=[CH:10][C:9]([CH2:8][C:4]4[CH:3]=[C:2]([OH:1])[N:7]=[CH:6][N:5]=4)=[CH:18][CH:17]=3)[CH:12]=[CH:13][CH:14]=2)=[O:20])=[CH:25][C:24]=1[C:30]([F:31])([F:32])[F:33], predict the reactants needed to synthesize it. The reactants are: [OH:1][C:2]1[N:7]=[CH:6][N:5]=[C:4]([CH2:8][C:9]2[CH:10]=[C:11]3[C:16](=[CH:17][CH:18]=2)[C:15]([C:19](O)=[O:20])=[CH:14][CH:13]=[CH:12]3)[CH:3]=1.[F:22][C:23]1[CH:29]=[CH:28][C:26]([NH2:27])=[CH:25][C:24]=1[C:30]([F:33])([F:32])[F:31].CCN(CC)CC.CCCP(=O)=O.